This data is from Full USPTO retrosynthesis dataset with 1.9M reactions from patents (1976-2016). The task is: Predict the reactants needed to synthesize the given product. (1) Given the product [NH:6]1[C:7]2[C:12](=[CH:11][CH:10]=[CH:9][CH:8]=2)[C:4]([C:1](=[O:3])[CH:2]=[C:13]([OH:19])[C:14]([O:16][CH2:17][CH3:18])=[O:15])=[CH:5]1, predict the reactants needed to synthesize it. The reactants are: [C:1]([C:4]1[C:12]2[C:7](=[CH:8][CH:9]=[CH:10][CH:11]=2)[NH:6][CH:5]=1)(=[O:3])[CH3:2].[C:13](OCC)(=[O:19])[C:14]([O:16][CH2:17][CH3:18])=[O:15].CC[O-].[Na+]. (2) Given the product [CH:27]([O:26][C:24]1[N:23]=[C:22]([N:30]2[CH2:35][CH2:34][O:33][CH2:32][CH2:31]2)[N:21]=[C:20]([C:17]2[CH:18]=[CH:19][C:14]([NH:13][C:12]([NH:11][C:9]3[CH:10]=[CH:2][C:3]([C:4]([NH:37][CH:38]4[CH2:43][CH2:42][N:41]([CH3:44])[CH2:40][CH2:39]4)=[O:6])=[CH:7][CH:8]=3)=[O:36])=[CH:15][CH:16]=2)[N:25]=1)([CH3:28])[CH3:29], predict the reactants needed to synthesize it. The reactants are: C[C:2]1[CH:10]=[C:9]([NH:11][C:12](=[O:36])[NH:13][C:14]2[CH:19]=[CH:18][C:17]([C:20]3[N:25]=[C:24]([O:26][CH:27]([CH3:29])[CH3:28])[N:23]=[C:22]([N:30]4[CH2:35][CH2:34][O:33][CH2:32][CH2:31]4)[N:21]=3)=[CH:16][CH:15]=2)[CH:8]=[CH:7][C:3]=1[C:4]([OH:6])=O.[NH2:37][CH:38]1[CH2:43][CH2:42][N:41]([CH3:44])[CH2:40][CH2:39]1. (3) Given the product [ClH:23].[CH3:25][O:26][C:27](=[O:43])[C@@H:28]([NH:42][CH2:11][CH2:10][N:9]([CH2:8][CH2:7][C:6]([O:5][C:1]([CH3:2])([CH3:4])[CH3:3])=[O:24])[C:13]1[CH:18]=[CH:17][C:16]([C:19]([F:20])([F:22])[F:21])=[C:15]([Cl:23])[CH:14]=1)[CH2:29][CH2:30][C:31]([N:33]1[CH2:40][CH2:39][C:36]2([CH2:37][CH2:38]2)[C@H:35]([OH:41])[CH2:34]1)=[O:32], predict the reactants needed to synthesize it. The reactants are: [C:1]([O:5][C:6](=[O:24])[CH2:7][CH2:8][N:9]([C:13]1[CH:18]=[CH:17][C:16]([C:19]([F:22])([F:21])[F:20])=[C:15]([Cl:23])[CH:14]=1)[CH2:10][CH:11]=O)([CH3:4])([CH3:3])[CH3:2].[CH3:25][O:26][C:27](=[O:43])[C@@H:28]([NH2:42])[CH2:29][CH2:30][C:31]([N:33]1[CH2:40][CH2:39][C:36]2([CH2:38][CH2:37]2)[C@H:35]([OH:41])[CH2:34]1)=[O:32]. (4) Given the product [CH3:16][C@H:17]1[CH2:22][CH2:21][CH2:20][N:19]([C:7]([C:6]2[CH:10]=[C:2]([CH3:1])[CH:3]=[CH:4][C:5]=2[N:11]2[N:15]=[CH:14][CH:13]=[N:12]2)=[O:9])[C@H:18]1[CH2:23][NH:24][C:25]1[CH:30]=[CH:29][C:28]([C:31]([F:34])([F:32])[F:33])=[CH:27][N:26]=1, predict the reactants needed to synthesize it. The reactants are: [CH3:1][C:2]1[CH:3]=[CH:4][C:5]([N:11]2[N:15]=[CH:14][CH:13]=[N:12]2)=[C:6]([CH:10]=1)[C:7]([OH:9])=O.[CH3:16][C@H:17]1[CH2:22][CH2:21][CH2:20][NH:19][C@H:18]1[CH2:23][NH:24][C:25]1[CH:30]=[CH:29][C:28]([C:31]([F:34])([F:33])[F:32])=[CH:27][N:26]=1. (5) Given the product [C:1]([C:3]1[CH:4]=[C:5]([CH:10]=[C:11]([I:15])[C:12]=1[O:13][CH3:14])[C:6]([OH:8])=[O:7])#[N:2], predict the reactants needed to synthesize it. The reactants are: [C:1]([C:3]1[CH:4]=[C:5]([CH:10]=[C:11]([I:15])[C:12]=1[O:13][CH3:14])[C:6]([O:8]C)=[O:7])#[N:2].O.[OH-].[Li+]. (6) Given the product [NH2:1][C:4]1[CH:9]=[CH:8][C:7]([C:10]2[O:14][N:13]=[C:12]([C:15]3[CH:16]=[N:17][CH:18]=[CH:19][CH:20]=3)[N:11]=2)=[CH:6][C:5]=1[OH:21], predict the reactants needed to synthesize it. The reactants are: [N+:1]([C:4]1[CH:9]=[CH:8][C:7]([C:10]2[O:14][N:13]=[C:12]([C:15]3[CH:16]=[N:17][CH:18]=[CH:19][CH:20]=3)[N:11]=2)=[CH:6][C:5]=1[OH:21])([O-])=O. (7) The reactants are: [NH2:1][CH2:2][CH2:3][N:4]([CH:9]([C:13]1[N:22]([CH2:23][C:24]2[CH:29]=[CH:28][CH:27]=[CH:26][CH:25]=2)[C:21](=[O:30])[C:20]2[C:15](=[CH:16][C:17]([Cl:31])=[CH:18][CH:19]=2)[N:14]=1)[CH:10]([CH3:12])[CH3:11])[C:5](=[O:8])[CH:6]=[CH2:7].C(OC(=O)NCCN(C(=O)C=C)C(C1N(CC2C=CC=CC=2)C(=O)C2C(=CC(Cl)=CC=2)N=1)C(C)C)(C)(C)C.C(O)(C(F)(F)F)=O. Given the product [CH2:23]([N:22]1[C:21](=[O:30])[C:20]2[C:15](=[CH:16][C:17]([Cl:31])=[CH:18][CH:19]=2)[N:14]=[C:13]1[CH:9]([N:4]1[C:5](=[O:8])[CH2:6][CH2:7][NH:1][CH2:2][CH2:3]1)[CH:10]([CH3:12])[CH3:11])[C:24]1[CH:25]=[CH:26][CH:27]=[CH:28][CH:29]=1, predict the reactants needed to synthesize it. (8) The reactants are: [Br:1][C:2]1[N:7]=[C:6]([C:8]2[CH:13]=[C:12]([OH:14])[CH:11]=[C:10]([CH3:15])[N:9]=2)[CH:5]=[CH:4][CH:3]=1.[C:16](=O)([O-])[O-].[K+].[K+].IC.O. Given the product [Br:1][C:2]1[N:7]=[C:6]([C:8]2[CH:13]=[C:12]([O:14][CH3:16])[CH:11]=[C:10]([CH3:15])[N:9]=2)[CH:5]=[CH:4][CH:3]=1, predict the reactants needed to synthesize it. (9) Given the product [NH2:16][C:10]1[O:11][CH2:12][C:13]([F:14])([F:15])[C@:8]([C:6]2[CH:7]=[C:2]([NH:1][C:29]([C:26]3[CH:25]=[CH:24][C:23]([O:22][CH2:21][C:20]([F:35])([F:19])[CH:32]([F:34])[F:33])=[CH:28][N:27]=3)=[O:30])[CH:3]=[CH:4][C:5]=2[F:18])([CH3:17])[N:9]=1, predict the reactants needed to synthesize it. The reactants are: [NH2:1][C:2]1[CH:3]=[CH:4][C:5]([F:18])=[C:6]([C@:8]2([CH3:17])[C:13]([F:15])([F:14])[CH2:12][O:11][C:10]([NH2:16])=[N:9]2)[CH:7]=1.[F:19][C:20]([F:35])([CH:32]([F:34])[F:33])[CH2:21][O:22][C:23]1[CH:24]=[CH:25][C:26]([C:29](O)=[O:30])=[N:27][CH:28]=1. (10) Given the product [N:28]1[CH:33]=[CH:32][CH:31]=[N:30][C:29]=1[NH:34][S:35]([C:38]1[CH:43]=[CH:42][C:41]([NH:44][C:45]([N:4]2[CH2:5][CH2:6][N:1]([C:7]3[C:16]4[C:11](=[CH:12][C:13]([O:19][CH3:20])=[C:14]([O:17][CH3:18])[CH:15]=4)[N:10]=[CH:9][N:8]=3)[CH2:2][CH2:3]2)=[S:46])=[CH:40][CH:39]=1)(=[O:37])=[O:36], predict the reactants needed to synthesize it. The reactants are: [N:1]1([C:7]2[C:16]3[C:11](=[CH:12][C:13]([O:19][CH3:20])=[C:14]([O:17][CH3:18])[CH:15]=3)[N:10]=[CH:9][N:8]=2)[CH2:6][CH2:5][NH:4][CH2:3][CH2:2]1.N1C=CC=CC=1.[Cl-].[N:28]1[CH:33]=[CH:32][CH:31]=[N:30][C:29]=1[NH:34][S:35]([C:38]1[CH:43]=[CH:42][C:41]([NH:44][CH:45]=[S:46])=[CH:40][CH:39]=1)(=[O:37])=[O:36].CO.